This data is from Full USPTO retrosynthesis dataset with 1.9M reactions from patents (1976-2016). The task is: Predict the reactants needed to synthesize the given product. (1) The reactants are: [O:1]=[CH:2][C@@H:3]([C@H:5]([C@@H:7]([C@@H](CO)O)[OH:8])O)[OH:4].O=C[C@@H]([C@H]([C@@H](CO)O)O)O.O=C[C@H]([C@@H]([C@@H](CO)O)O)O.O=C[C@@H]([C@H]([C@H]([C@@H](CO)O)O)O)O.O=C[C@H]([C@H]([C@@H]([C@@H](CO)O)O)O)O.OCC([C@H]([C@@H]([C@@H](CO)O)O)O)=O.C(O)[C@H]1O[C@H](O[C@]2(CO)O[C@H](CO)[C@@H](O)[C@@H]2O)[C@H](O)[C@@H](O)[C@@H]1O.C(=O)=O.C([O-])=O.C. Given the product [CH2:2]=[CH:3][CH:5]=[CH2:7].[CH2:7]([OH:8])[CH2:5][CH:3]([OH:4])[CH3:2].[CH2:2]([OH:1])[CH:3]=[CH:5][CH3:7].[CH3:2][CH:3]([OH:4])[CH:5]=[CH2:7], predict the reactants needed to synthesize it. (2) Given the product [CH3:23][C:18]1[C:17]([C:15]2[CH:16]=[C:4]([C:1]([NH2:2])=[O:3])[C:5]3[C:6]4[C:11](=[CH:10][CH:9]=[C:8]([C:24]([N:55]5[CH2:56][CH:53]([F:52])[CH2:54]5)=[O:26])[CH:7]=4)[NH:12][C:13]=3[CH:14]=2)=[C:21]([CH3:22])[O:20][N:19]=1, predict the reactants needed to synthesize it. The reactants are: [C:1]([C:4]1[CH:16]=[C:15]([C:17]2[C:18]([CH3:23])=[N:19][O:20][C:21]=2[CH3:22])[CH:14]=[C:13]2[C:5]=1[C:6]1[CH:7]=[C:8]([C:24]([OH:26])=O)[CH:9]=[CH:10][C:11]=1[NH:12]2)(=[O:3])[NH2:2].CN(C(ON1N=NC2C=CC(=CC1=2)Cl)=[N+](C)C)C.F[P-](F)(F)(F)(F)F.[F:52][CH:53]1[CH2:56][NH:55][CH2:54]1.O. (3) Given the product [CH3:19][O:20][C:21](=[O:26])[C:22]([NH:25][C:15]([C:6]1[CH:7]=[CH:8][C:9]2[CH2:10][CH2:11][CH2:12][CH2:13][C:14]=2[C:5]=1[O:4][CH2:3][O:2][CH3:1])=[O:17])([CH3:24])[CH3:23], predict the reactants needed to synthesize it. The reactants are: [CH3:1][O:2][CH2:3][O:4][C:5]1[C:14]2[CH2:13][CH2:12][CH2:11][CH2:10][C:9]=2[CH:8]=[CH:7][C:6]=1[C:15]([OH:17])=O.Cl.[CH3:19][O:20][C:21](=[O:26])[C:22]([NH2:25])([CH3:24])[CH3:23].C(N(CC)C(C)C)(C)C.C(OCC)C.